From a dataset of Forward reaction prediction with 1.9M reactions from USPTO patents (1976-2016). Predict the product of the given reaction. (1) Given the reactants [Cl:1][C:2]1[N:6]2[C:7](=[O:19])[N:8]([C:13]3[CH:18]=[CH:17][CH:16]=[CH:15][CH:14]=3)[C:9]([CH:11]=[O:12])=[CH:10][C:5]2=[N:4][CH:3]=1.[CH3:20][Mg+].[Br-].N#N.CO, predict the reaction product. The product is: [Cl:1][C:2]1[N:6]2[C:7](=[O:19])[N:8]([C:13]3[CH:14]=[CH:15][CH:16]=[CH:17][CH:18]=3)[C:9]([CH:11]([OH:12])[CH3:20])=[CH:10][C:5]2=[N:4][CH:3]=1. (2) Given the reactants [CH2:1]([C@@H:5]([C:20]([N:22]1[CH2:26][CH2:25][CH2:24][C@H:23]1[C:27]([O:29][C:30]([CH3:33])([CH3:32])[CH3:31])=[O:28])=[O:21])[C@@H:6]([O:11]C(=O)C1C=CC=CC=1)[C:7]([O:9][CH3:10])=[O:8])[CH2:2][CH2:3][CH3:4].C[O-].[Na+], predict the reaction product. The product is: [CH2:1]([C@@H:5]([C:20]([N:22]1[CH2:26][CH2:25][CH2:24][C@H:23]1[C:27]([O:29][C:30]([CH3:31])([CH3:33])[CH3:32])=[O:28])=[O:21])[C@@H:6]([OH:11])[C:7]([O:9][CH3:10])=[O:8])[CH2:2][CH2:3][CH3:4]. (3) Given the reactants N#N.[CH3:3]/[C:4](=[CH:8]\[C:9]1[CH:14]=[CH:13][CH:12]=[CH:11][CH:10]=1)/[C:5]([NH2:7])=[O:6].C([O-])(O)=O.[Na+].[CH2:20]([O:22][C:23](=[O:28])[C:24](=O)[CH2:25]Br)[CH3:21].FC(F)(F)C(OC(=O)C(F)(F)F)=O.C([O-])([O-])=O.[Na+].[Na+], predict the reaction product. The product is: [CH2:20]([O:22][C:23]([C:24]1[N:7]=[C:5](/[C:4](/[CH3:3])=[CH:8]/[C:9]2[CH:14]=[CH:13][CH:12]=[CH:11][CH:10]=2)[O:6][CH:25]=1)=[O:28])[CH3:21].